Dataset: Full USPTO retrosynthesis dataset with 1.9M reactions from patents (1976-2016). Task: Predict the reactants needed to synthesize the given product. (1) The reactants are: [NH2:1][C:2]1[CH:7]=[CH:6][N:5]=[C:4]([NH:8][CH2:9][CH2:10][CH2:11][O:12][C:13]2[CH:29]=[CH:28][C:16]3[CH2:17][CH:18]([CH2:23][C:24]([O:26]C)=[O:25])[C:19](=[O:22])[NH:20][CH2:21][C:15]=3[CH:14]=2)[CH:3]=1.N1C=CC=CC=1NCCCOC1C=CC2CC(CC(OCC)=O)C(=O)NCC=2C=1. Given the product [NH2:1][C:2]1[CH:7]=[CH:6][N:5]=[C:4]([NH:8][CH2:9][CH2:10][CH2:11][O:12][C:13]2[CH:29]=[CH:28][C:16]3[CH2:17][CH:18]([CH2:23][C:24]([OH:26])=[O:25])[C:19](=[O:22])[NH:20][CH2:21][C:15]=3[CH:14]=2)[CH:3]=1, predict the reactants needed to synthesize it. (2) The reactants are: [CH2:1]([O:8][N:9]([CH2:17][CH3:18])C(=O)OC(C)(C)C)[C:2]1[CH:7]=[CH:6][CH:5]=[CH:4][CH:3]=1.C(O)(C(F)(F)F)=O. Given the product [CH2:1]([O:8][NH:9][CH2:17][CH3:18])[C:2]1[CH:7]=[CH:6][CH:5]=[CH:4][CH:3]=1, predict the reactants needed to synthesize it. (3) Given the product [C:13]([C:15]1[CH:16]=[C:17]([CH:22]([CH3:1])[C:23]([O:25][C:26]([CH3:29])([CH3:28])[CH3:27])=[O:24])[CH:18]=[CH:19][C:20]=1[F:21])#[N:14], predict the reactants needed to synthesize it. The reactants are: [CH:1](NC(C)C)(C)C.C([Li])CCC.[C:13]([C:15]1[CH:16]=[C:17]([CH2:22][C:23]([O:25][C:26]([CH3:29])([CH3:28])[CH3:27])=[O:24])[CH:18]=[CH:19][C:20]=1[F:21])#[N:14].CI.Cl.